From a dataset of Full USPTO retrosynthesis dataset with 1.9M reactions from patents (1976-2016). Predict the reactants needed to synthesize the given product. (1) Given the product [F:1][CH:2]([F:11])[C:3]1([C:6]([OH:8])=[O:7])[CH2:5][CH2:4]1, predict the reactants needed to synthesize it. The reactants are: [F:1][CH:2]([F:11])[C:3]1([C:6]([O:8]CC)=[O:7])[CH2:5][CH2:4]1.[OH-].[K+]. (2) The reactants are: [NH2:1][C:2]([NH:4][C:5]([NH2:7])=[O:6])=[O:3].[Cl:8][C:9]1[N:14]=[C:13]([C:15](OC)=O)[CH:12]=[CH:11][CH:10]=1.C(OC)(OC)OC.C(O)(C(F)(F)F)=O.CC[O-].[Na+].Cl. Given the product [Cl:8][C:9]1[N:14]=[C:13]([C:15]2[NH:7][C:5](=[O:6])[NH:4][C:2](=[O:3])[N:1]=2)[CH:12]=[CH:11][CH:10]=1, predict the reactants needed to synthesize it. (3) Given the product [Cl-:35].[CH3:16][C:15]1([CH3:17])[C:14]2=[C:9]3[C:10](=[CH:11][CH:12]=[CH:13]2)[CH2:18][CH2:19][CH2:7][N:8]3/[C:6]/1=[CH:5]/[CH:50]=[CH:51]/[C:52]1[C:43]([CH2:42][CH2:41][CH2:40][CH2:39][CH2:38][CH2:37][OH:36])([CH3:44])[C:30]2[C:29]3=[C:34]([CH2:1][CH2:27][NH+:28]3[CH:47]=1)[CH:33]=[CH:32][CH:31]=2, predict the reactants needed to synthesize it. The reactants are: [C:1]([O-])(=O)C.[CH3:5][C:6]1[C:15]([CH3:17])([CH3:16])[C:14]2[C:9]3=[C:10]([CH2:18][CH2:19][NH+:8]3[CH:7]=1)[CH:11]=[CH:12][CH:13]=2.C1(N[CH:27]=[N:28][C:29]2[CH:34]=[CH:33][CH:32]=[CH:31][CH:30]=2)C=CC=CC=1.[Cl-:35].[OH:36][CH2:37][CH2:38][CH2:39][CH2:40][CH2:41][CH2:42][C:43]1(C)[C:52]2[C:47]3=C(CC[NH+]3C=[C:44]1C)C=[CH:50][CH:51]=2.C(N(CC)CC)C. (4) Given the product [CH2:11]([O:13][C:14](=[O:22])[C:15](=[N:2][NH:1][C:3](=[O:10])[CH2:4][C:5]([O:7][CH2:8][CH3:9])=[O:6])[CH2:16][C:17]([CH3:20])([CH3:19])[CH3:18])[CH3:12], predict the reactants needed to synthesize it. The reactants are: [NH:1]([C:3](=[O:10])[CH2:4][C:5]([O:7][CH2:8][CH3:9])=[O:6])[NH2:2].[CH2:11]([O:13][C:14](=[O:22])[C:15](=O)[CH2:16][C:17]([CH3:20])([CH3:19])[CH3:18])[CH3:12]. (5) Given the product [Cl:1][C:2]1[C:10]([Cl:11])=[CH:9][CH:8]=[CH:7][C:3]=1[C:4]([N:6]=[CH:14][N:15]([CH3:17])[CH3:16])=[O:5], predict the reactants needed to synthesize it. The reactants are: [Cl:1][C:2]1[C:10]([Cl:11])=[CH:9][CH:8]=[CH:7][C:3]=1[C:4]([NH2:6])=[O:5].CO[CH:14](OC)[N:15]([CH3:17])[CH3:16]. (6) Given the product [N+:8]([C:5]1[CH:6]=[CH:7][C:2]([N:11]2[CH2:16][CH2:15][S:14][CH2:13][CH2:12]2)=[N:3][CH:4]=1)([O-:10])=[O:9], predict the reactants needed to synthesize it. The reactants are: Cl[C:2]1[CH:7]=[CH:6][C:5]([N+:8]([O-:10])=[O:9])=[CH:4][N:3]=1.[NH:11]1[CH2:16][CH2:15][S:14][CH2:13][CH2:12]1. (7) Given the product [F:2][C:3]1[CH:4]=[C:5]([NH:10][C:11]2[CH:16]=[CH:15][N:14]=[C:13]([NH:17][C:18]3[CH:19]=[CH:20][C:21]([S:24]([N:27]([CH3:34])[CH:28]4[CH2:33][CH2:32][N:31]([CH2:36][CH2:35][S:37]([CH3:40])(=[O:39])=[O:38])[CH2:30][CH2:29]4)(=[O:25])=[O:26])=[CH:22][CH:23]=3)[N:12]=2)[CH:6]=[CH:7][C:8]=1[F:9], predict the reactants needed to synthesize it. The reactants are: Cl.[F:2][C:3]1[CH:4]=[C:5]([NH:10][C:11]2[CH:16]=[CH:15][N:14]=[C:13]([NH:17][C:18]3[CH:23]=[CH:22][C:21]([S:24]([N:27]([CH3:34])[CH:28]4[CH2:33][CH2:32][NH:31][CH2:30][CH2:29]4)(=[O:26])=[O:25])=[CH:20][CH:19]=3)[N:12]=2)[CH:6]=[CH:7][C:8]=1[F:9].[CH:35]([S:37]([CH3:40])(=[O:39])=[O:38])=[CH2:36].